This data is from Forward reaction prediction with 1.9M reactions from USPTO patents (1976-2016). The task is: Predict the product of the given reaction. (1) The product is: [C:19]([C:24]1[O:15][C:6]2[C:5]([C:3](=[O:4])[C:2]=1[Br:1])=[CH:10][C:9](/[CH:11]=[CH:12]/[CH:13]=[CH2:14])=[CH:8][CH:7]=2)(=[O:18])[CH3:20]. Given the reactants [Br:1][CH2:2][C:3]([C:5]1[CH:10]=[C:9](/[CH:11]=[CH:12]/[CH:13]=[CH2:14])[CH:8]=[CH:7][C:6]=1[OH:15])=[O:4].[H-].[Na+].[O:18]=[C:19]([CH3:24])[CH2:20]C(Cl)=O.O, predict the reaction product. (2) The product is: [Cl:1][C:2]1[N:3]([C@@H:16]2[O:22][C@H:21]([CH2:23][OH:24])[C@@H:19]([OH:20])[C@H:17]2[OH:18])[C:4]2[C:9]([C:10]=1[C:11](=[O:13])[CH3:12])=[CH:8][C:7]([Cl:14])=[C:6]([Cl:15])[CH:5]=2. Given the reactants [Cl:1][C:2]1[N:3]([C@@H:16]2[O:22][C@H:21]([CH2:23][O:24]C(=O)C)[C@@H:19]([OH:20])[C@H:17]2[OH:18])[C:4]2[C:9]([C:10]=1[C:11](=[O:13])[CH3:12])=[CH:8][C:7]([Cl:14])=[C:6]([Cl:15])[CH:5]=2.C[O-].[Na+], predict the reaction product.